Predict the reactants needed to synthesize the given product. From a dataset of Full USPTO retrosynthesis dataset with 1.9M reactions from patents (1976-2016). (1) Given the product [C:1]([O:5][C:6](=[O:37])[NH:7][C:8]1([CH2:16][CH2:17][C:18]2[CH:19]=[CH:20][C:21]([S:24](=[O:35])(=[O:36])[N:25]([C:27]3[CH:32]=[CH:31][CH:30]=[C:29]([O:33][CH3:34])[CH:28]=3)[CH3:26])=[CH:22][CH:23]=2)[CH2:13][O:12][C:11]([CH3:15])([CH3:14])[O:10][CH2:9]1)([CH3:2])([CH3:3])[CH3:4], predict the reactants needed to synthesize it. The reactants are: [C:1]([O:5][C:6](=[O:37])[NH:7][C:8]1([C:16]#[C:17][C:18]2[CH:23]=[CH:22][C:21]([S:24](=[O:36])(=[O:35])[N:25]([C:27]3[CH:32]=[CH:31][CH:30]=[C:29]([O:33][CH3:34])[CH:28]=3)[CH3:26])=[CH:20][CH:19]=2)[CH2:13][O:12][C:11]([CH3:15])([CH3:14])[O:10][CH2:9]1)([CH3:4])([CH3:3])[CH3:2].C(OC(=O)NC1(C#CC2C=CC(C#CCN3C4C(=CC=C(OC)C=4)C(C(=O)C4C=C(OC)C(OC)=C(OC)C=4)=C3)=CC=2)COC(C)(C)OC1)(C)(C)C. (2) The reactants are: C([O:3][C:4]([C:6]1[S:10][C:9]([N:11]2[C:15]3[CH:16]=[CH:17][C:18]([CH2:20][N:21]4[CH2:26][CH2:25][N:24]([CH3:27])[CH2:23][CH2:22]4)=[CH:19][C:14]=3[N:13]=[CH:12]2)=[N:8][C:7]=1[C:28]1[CH:33]=[CH:32][CH:31]=[C:30]([Cl:34])[CH:29]=1)=[O:5])C.[OH-].[Li+]. Given the product [Cl:34][C:30]1[CH:29]=[C:28]([C:7]2[N:8]=[C:9]([N:11]3[C:15]4[CH:16]=[CH:17][C:18]([CH2:20][N:21]5[CH2:22][CH2:23][N:24]([CH3:27])[CH2:25][CH2:26]5)=[CH:19][C:14]=4[N:13]=[CH:12]3)[S:10][C:6]=2[C:4]([OH:5])=[O:3])[CH:33]=[CH:32][CH:31]=1, predict the reactants needed to synthesize it.